Dataset: Experimentally validated miRNA-target interactions with 360,000+ pairs, plus equal number of negative samples. Task: Binary Classification. Given a miRNA mature sequence and a target amino acid sequence, predict their likelihood of interaction. (1) The miRNA is hsa-miR-383-5p with sequence AGAUCAGAAGGUGAUUGUGGCU. The protein sequence of the target gene is MLMKKNASFEDFFLLLGFSNWPHLEVVLFVVILIFYLITLIGNLFIIILSYLDSHLHTPMYFFLSNLSFLDLCYTTSSIPQLLVNLWGPEKTISYAGCTVQLYFVLALGTAECVLLVVMSYDRYAAVCRPLHYTVLMHPRFCRLLAAASWVSGFTTSALHSSFTFWIPLCRHRLVDHFFCEVPALLRLSCVDTQANELTLMVMSSIFVLIPLILILTSYGAIARAVLSMQSTTGLQKVLRTCGAHLMVVSLFFIPVMCMYLQPPSENSQDQGKFIALFYTVVTPSLNPLIYTFRNKDVRG.... Result: 0 (no interaction). (2) Result: 1 (interaction). The protein sequence of the target gene is MLNGAGLDKALKMSLPRRSRIRSSVGPVRSSLGYKKAEDEMSRATSVGDQLEAPARTIYLNQPHLNKFRDNQISTAKYSVLTFLPRFLYEQIRRAANAFFLFIALLQQIPDVSPTGRYTTLVPLIIILTIAGIKEIVEDFKRHKADNAVNKKKTIVLRNGMWHTIMWKEVAVGDIVKVVNGQYLPADVVLLSSSEPQAMCYVETANLDGETNLKIRQGLSHTADMQTREVLMKLSGTIECEGPNRHLYDFTGNLNLDGKSLVALGPDQILLRGTQLRNTQWVFGIVVYTGHDTKLMQNST.... The miRNA is hsa-miR-3919 with sequence GCAGAGAACAAAGGACUCAGU. (3) The protein sequence of the target gene is MDHKPLLQERPPAYNLEAGQGDYACGPHGYGAIPAAPPPPPYPYLVTGIPTHHPRVYNIHSRTVTRYPANSIVVVGGCPVCRVGVLEDCFTFLGIFLAIILFPFGFICCFALRKRRCPNCGATFA. The miRNA is hsa-miR-20b-3p with sequence ACUGUAGUAUGGGCACUUCCAG. Result: 0 (no interaction). (4) The miRNA is mmu-miR-433-5p with sequence UACGGUGAGCCUGUCAUUAUUC. The protein sequence of the target gene is MPADVNLSQKPQVLGPEKQDGSCEASVSFEDVTVDFSREEWQQLDPAQRCLYRDVMLELYSHLFAVGYHIPNPEVIFRMLKEKEPRVEEAEVSHQRCQEREFGLEIPQKEISKKASFQKDMVGEFTRDGSWCSILEELRLDADRTKKDEQNQIQPMSHSAFFNKKTLNTESNCEYKDPGKMIRTRPHLASSQKQPQKCCLFTESLKLNLEVNGQNESNDTEQLDDVVGSGQLFSHSSSDACSKNIHTGETFCKGNQCRKVCGHKQSLKQHQIHTQKKPDGCSECGGSFTQKSHLFAQQRI.... Result: 0 (no interaction). (5) The miRNA is hsa-miR-371a-5p with sequence ACUCAAACUGUGGGGGCACU. The protein sequence of the target gene is MASAPAEAETRQRLLRTVKKEVKQIMEEAVTRKFVHEDSSHIISFCAAVEACVLHGLRRRAAGFLRSNKIAALFMKVGKNFPPAEDLSRKVQDLEQLIESARNQIQGLQENVRKLPKLPNLSPLAIKHLWIRTALFEKVLDKIVHYLVENSSKYYEKEALLMDPVDGPILASLLVGPCALEYTKMKTADHFWTDPSADELVQRHRIHSSHVRQDSPTKRPALCIQKRHSSGSMDDRPSLSARDYVESLHQNSRATLLYGKNNVLVQPRDDMEAVPGYLSLHQTADVMTLKWTPNQLMNGS.... Result: 1 (interaction). (6) The miRNA is hsa-miR-3908 with sequence GAGCAAUGUAGGUAGACUGUUU. The protein sequence of the target gene is MDTIFLWSLLLLFFGSQASRCSAQKNTEFAVDLYQEVSLSHKDNIIFSPLGITLVLEMVQLGAKGKAQQQIRQTLKQQETSAGEEFFVLKSFFSAISEKKQEFTFNLANALYLQEGFTVKEQYLHGNKEFFQSAIKLVDFQDAKACAEMISTWVERKTDGKIKDMFSGEEFGPLTRLVLVNAIYFKGDWKQKFRKEDTQLINFTKKNGSTVKIPMMKALLRTKYGYFSESSLNYQVLELSYKGDEFSLIIILPAEGMDIEEVEKLITAQQILKWLSEMQEEEVEISLPRFKVEQKVDFKD.... Result: 0 (no interaction).